This data is from Catalyst prediction with 721,799 reactions and 888 catalyst types from USPTO. The task is: Predict which catalyst facilitates the given reaction. (1) Reactant: O=[C:2]1[C:23]2[C:18](=[CH:19][CH:20]=[CH:21][CH:22]=2)[O:17][C:4]2([CH2:9][CH2:8][N:7]([C:10]([O:12][C:13]([CH3:16])([CH3:15])[CH3:14])=[O:11])[CH2:6][CH2:5]2)[CH2:3]1.[NH2:24][OH:25].O. Product: [OH:25]/[N:24]=[C:2]1\[CH2:3][C:4]2([O:17][C:18]3[C:23]\1=[CH:22][CH:21]=[CH:20][CH:19]=3)[CH2:9][CH2:8][N:7]([C:10]([O:12][C:13]([CH3:16])([CH3:15])[CH3:14])=[O:11])[CH2:6][CH2:5]2. The catalyst class is: 125. (2) Reactant: [CH3:1][C:2]1[C:6]2[CH:7]=[CH:8][C:9]([C:11]([F:14])([F:13])[F:12])=[CH:10][C:5]=2[S:4][C:3]=1[C:15](=[O:26])[CH2:16][CH2:17][O:18][CH2:19][C:20]1[CH:25]=[CH:24][CH:23]=[CH:22][CH:21]=1.[H-].C([Al+]CC(C)C)C(C)C.O. Product: [CH3:1][C:2]1[C:6]2[CH:7]=[CH:8][C:9]([C:11]([F:12])([F:13])[F:14])=[CH:10][C:5]=2[S:4][C:3]=1[CH:15]([OH:26])[CH2:16][CH2:17][O:18][CH2:19][C:20]1[CH:25]=[CH:24][CH:23]=[CH:22][CH:21]=1. The catalyst class is: 182. (3) Reactant: C[Si]([C:5]#[N:6])(C)C.[CH:7]([C:10]1[CH:15]=[CH:14][CH:13]=[CH:12][N+:11]=1[O-])([CH3:9])[CH3:8].C(N(CC)C(Cl)=O)C.C(=O)([O-])[O-].[K+].[K+]. Product: [CH:7]([C:10]1[N:11]=[C:12]([C:5]#[N:6])[CH:13]=[CH:14][CH:15]=1)([CH3:9])[CH3:8]. The catalyst class is: 2. (4) Reactant: Br[C:2]1[NH:3][C:4]2[C:9]([C:10]=1[CH:11]1[CH2:16][CH2:15][CH2:14][CH2:13][CH2:12]1)=[CH:8][CH:7]=[C:6]([C:17]([O:19][CH3:20])=[O:18])[CH:5]=2.[CH3:21][O:22][CH2:23][O:24][C:25]1[CH:30]=[C:29]([O:31][CH2:32][O:33][CH3:34])[CH:28]=[CH:27][C:26]=1B(O)O.[Cl-].[Li+].C(=O)([O-])[O-].[Na+].[Na+]. Product: [CH3:34][O:33][CH2:32][O:31][C:29]1[CH:30]=[C:25]([O:24][CH2:23][O:22][CH3:21])[CH:26]=[CH:27][C:28]=1[C:2]1[NH:3][C:4]2[C:9]([C:10]=1[CH:11]1[CH2:16][CH2:15][CH2:14][CH2:13][CH2:12]1)=[CH:8][CH:7]=[C:6]([C:17]([O:19][CH3:20])=[O:18])[CH:5]=2. The catalyst class is: 108.